From a dataset of M1 muscarinic receptor agonist screen with 61,833 compounds. Binary Classification. Given a drug SMILES string, predict its activity (active/inactive) in a high-throughput screening assay against a specified biological target. (1) The compound is S(=O)(=O)(Nc1nc(ccc1)C)c1ccc(Oc2ccccc2)cc1. The result is 0 (inactive). (2) The compound is O1c2c(OCC1)ccc(NC(=O)CN(c1nc(nc3c1cccc3)c1cccnc1)CC)c2. The result is 1 (active). (3) The molecule is OC(CN1CCN(CC1)c1ccccc1)c1cc2CCNc2cc1. The result is 0 (inactive). (4) The compound is O(CCOCCOc1c(N)cccc1)CCOc1c(N)cccc1. The result is 0 (inactive).